Dataset: Forward reaction prediction with 1.9M reactions from USPTO patents (1976-2016). Task: Predict the product of the given reaction. (1) Given the reactants [CH:1]([N:4]1[CH2:9][CH2:8][NH:7][CH2:6][CH2:5]1)([CH3:3])[CH3:2].Br[C:11]1[S:12][CH:13]=[C:14]([Br:16])[N:15]=1, predict the reaction product. The product is: [Br:16][C:14]1[N:15]=[C:11]([N:7]2[CH2:8][CH2:9][N:4]([CH:1]([CH3:3])[CH3:2])[CH2:5][CH2:6]2)[S:12][CH:13]=1. (2) Given the reactants [F:1][C:2]1[CH:23]=[CH:22][C:5]([CH2:6][CH2:7][C:8]2[S:9][C:10]3[N:11]=[C:12]([NH2:21])[N:13]=[C:14](S(C)(=O)=O)[C:15]=3[N:16]=2)=[CH:4][CH:3]=1.[CH3:24][O:25][C:26]1[CH:36]=[CH:35][C:29]([O:30][CH2:31][C:32]([OH:34])=O)=[CH:28][CH:27]=1.CN(C(O[N:45]1N=[N:52][C:47]2C=CC=C[C:46]1=2)=[N+](C)C)C.[B-](F)(F)(F)F.[CH3:59][CH2:60]N(C(C)C)C(C)C, predict the reaction product. The product is: [NH2:21][C:12]1[N:13]=[C:14]([N:45]2[CH2:46][CH2:47][N:52]([C:32](=[O:34])[CH2:31][O:30][C:29]3[CH:28]=[CH:27][C:26]([O:25][CH3:24])=[CH:36][CH:35]=3)[CH2:60][CH2:59]2)[C:15]2[N:16]=[C:8]([CH2:7][CH2:6][C:5]3[CH:22]=[CH:23][C:2]([F:1])=[CH:3][CH:4]=3)[S:9][C:10]=2[N:11]=1. (3) Given the reactants [CH:1]([O:4][C:5]1[CH:14]=[C:13]([C:15]([F:18])([F:17])[F:16])[C:12]2[C:7](=[CH:8][CH:9]=[C:10]3[NH:22][C@H:21]([CH:23]([CH3:25])[CH3:24])[CH2:20][O:19][C:11]3=2)[N:6]=1)([CH3:3])[CH3:2].[BH4-].[Na+].F[CH:29](F)[C:30](O)=O, predict the reaction product. The product is: [CH2:29]([N:22]1[C:10]2[C:11](=[C:12]3[C:7](=[CH:8][CH:9]=2)[N:6]=[C:5]([O:4][CH:1]([CH3:3])[CH3:2])[CH:14]=[C:13]3[C:15]([F:18])([F:17])[F:16])[O:19][CH2:20][C@H:21]1[CH:23]([CH3:25])[CH3:24])[CH3:30]. (4) The product is: [CH3:22][C:21]([CH3:24])([CH3:23])[C:20]([N:4]1[C:5](=[O:10])[C:6]([CH3:8])([CH3:9])[NH:7][C:2]([CH3:12])([CH3:1])[C:3]1=[O:11])=[O:25]. Given the reactants [CH3:1][C:2]1([CH3:12])[NH:7][C:6]([CH3:9])([CH3:8])[C:5](=[O:10])[NH:4][C:3]1=[O:11].C(N(CC)CC)C.[C:20](Cl)(=[O:25])[C:21]([CH3:24])([CH3:23])[CH3:22].O, predict the reaction product. (5) The product is: [CH2:34]([CH:26]([CH:27]([CH2:31][CH2:32][CH3:33])[C:28]([NH2:30])=[O:29])[C:25]([NH:24][CH:15]1[CH:14]2[C:13](=[O:39])[CH2:12][CH:11]([C:9](=[O:10])[NH:8][CH2:1][C:2]3[CH:3]=[CH:4][CH:5]=[C:6]([O:41][CH3:40])[CH:7]=3)[CH2:23][N:21]3[C:22]2=[C:18]([CH:19]=[CH:20]3)[CH2:17][CH2:16]1)=[O:38])[CH:35]([CH3:36])[CH3:37]. Given the reactants [CH2:1]([NH:8][C:9]([CH:11]1[CH2:23][N:21]2[C:22]3[CH:14]([CH:15]([NH:24][C:25](=[O:38])[CH:26]([CH2:34][CH:35]([CH3:37])[CH3:36])[CH:27]([CH2:31][CH2:32][CH3:33])[C:28]([NH2:30])=[O:29])[CH2:16][CH2:17][C:18]=3[CH:19]=[CH:20]2)[C:13](=[O:39])[CH2:12]1)=[O:10])[C:2]1[CH:7]=[CH:6][CH:5]=[CH:4][CH:3]=1.[CH3:40][O:41]C1C=C(C=CC=1)CN, predict the reaction product.